The task is: Predict the reaction yield, written as a fraction of the theoretical maximum amount of product (1.0 means a 100% yield; for example, 0.34 means a 34% yield).. This data is from Reaction yield outcomes from USPTO patents with 853,638 reactions. (1) The reactants are [Cl-].O[NH3+:3].[C:4](=[O:7])([O-])[OH:5].[Na+].CS(C)=O.[CH3:13][C:14]1[N:15]([CH:39]2[CH2:44][CH2:43][O:42][CH2:41][CH2:40]2)[C:16](=[O:38])[C:17]([CH2:23][C:24]2[CH:29]=[CH:28][C:27]([C:30]3[C:31]([C:36]#[N:37])=[CH:32][CH:33]=[CH:34][CH:35]=3)=[CH:26][CH:25]=2)=[C:18]([CH2:20][CH2:21][CH3:22])[N:19]=1. The catalyst is C(OCC)(=O)C. The product is [CH3:13][C:14]1[N:15]([CH:39]2[CH2:40][CH2:41][O:42][CH2:43][CH2:44]2)[C:16](=[O:38])[C:17]([CH2:23][C:24]2[CH:25]=[CH:26][C:27]([C:30]3[CH:35]=[CH:34][CH:33]=[CH:32][C:31]=3[C:36]3[NH:3][C:4](=[O:7])[O:5][N:37]=3)=[CH:28][CH:29]=2)=[C:18]([CH2:20][CH2:21][CH3:22])[N:19]=1. The yield is 0.620. (2) The reactants are C([SiH](CC)CC)C.[CH2:8]([O:10][C:11]([C:13]1[NH:14][C:15]([C:18](=O)[C:19]2[CH:24]=[CH:23][CH:22]=[CH:21][CH:20]=2)=[CH:16][CH:17]=1)=[O:12])[CH3:9]. The catalyst is FC(F)(F)C(O)=O. The product is [CH2:8]([O:10][C:11]([C:13]1[NH:14][C:15]([CH2:18][C:19]2[CH:24]=[CH:23][CH:22]=[CH:21][CH:20]=2)=[CH:16][CH:17]=1)=[O:12])[CH3:9]. The yield is 0.556. (3) The reactants are CON(C)[C:4]([CH:6]1[CH2:10][CH2:9][N:8]([C:11]([O:13][C:14]([CH3:17])([CH3:16])[CH3:15])=[O:12])[CH2:7]1)=[O:5].[C:19]1([Mg]Br)[CH:24]=[CH:23][CH:22]=[CH:21][CH:20]=1.[NH4+].[Cl-]. The catalyst is C1COCC1. The product is [C:4]([CH:6]1[CH2:10][CH2:9][N:8]([C:11]([O:13][C:14]([CH3:15])([CH3:16])[CH3:17])=[O:12])[CH2:7]1)(=[O:5])[C:19]1[CH:24]=[CH:23][CH:22]=[CH:21][CH:20]=1. The yield is 0.840. (4) The reactants are [BH4-].[Na+].CO.[CH3:5][O:6][C:7](=[O:30])[CH2:8][CH2:9][CH2:10][CH2:11][CH2:12][CH2:13][N:14]1[CH:19](/[CH:20]=[CH:21]/[C:22](=[O:28])[CH2:23][CH2:24][CH2:25][CH2:26][CH3:27])[CH2:18][CH2:17][CH2:16][C:15]1=[O:29]. The catalyst is C(Cl)Cl. The product is [CH3:5][O:6][C:7](=[O:30])[CH2:8][CH2:9][CH2:10][CH2:11][CH2:12][CH2:13][N:14]1[C:15](=[O:29])[CH2:16][CH2:17][CH2:18][CH:19]1/[CH:20]=[CH:21]/[CH:22]([OH:28])[CH2:23][CH2:24][CH2:25][CH2:26][CH3:27]. The yield is 0.990. (5) The reactants are [S:1]1[C:5]([C:6]2[CH:7]=[C:8]([NH:15][C:16]3[CH:21]=[CH:20][N:19]=[C:18](S(C)(=O)=O)[N:17]=3)[CH:9]=[C:10]3[C:14]=2[NH:13][N:12]=[CH:11]3)=[CH:4][C:3]2[CH:26]=[CH:27][CH:28]=[CH:29][C:2]1=2.[NH2:30][NH2:31]. No catalyst specified. The product is [S:1]1[C:5]([C:6]2[CH:7]=[C:8]([NH:15][C:16]3[CH:21]=[CH:20][N:19]=[C:18]([NH:30][NH2:31])[N:17]=3)[CH:9]=[C:10]3[C:14]=2[NH:13][N:12]=[CH:11]3)=[CH:4][C:3]2[CH:26]=[CH:27][CH:28]=[CH:29][C:2]1=2. The yield is 0.230. (6) The reactants are Cl[C:2]1[CH:3]=[CH:4][C:5]([N+:14]([O-:16])=[O:15])=[C:6]([N:8]2[CH2:13][CH2:12][CH2:11][CH2:10][CH2:9]2)[CH:7]=1.[NH:17]1[CH:21]=[CH:20][N:19]=[CH:18]1.[OH-].[K+].O. The catalyst is CS(C)=O. The product is [N:17]1([C:2]2[CH:3]=[CH:4][C:5]([N+:14]([O-:16])=[O:15])=[C:6]([N:8]3[CH2:13][CH2:12][CH2:11][CH2:10][CH2:9]3)[CH:7]=2)[CH:21]=[CH:20][N:19]=[CH:18]1. The yield is 0.920. (7) The reactants are [Br:1][C:2]1[CH:3]=[C:4]2[C:10]([C:11]([N:13]([O:15][CH3:16])[CH3:14])=[O:12])=[N:9][NH:8][C:5]2=[N:6][CH:7]=1.[O:17]1[CH:22]=[CH:21][CH2:20][CH2:19][CH2:18]1.CC1C=CC(S([O-])(=O)=O)=CC=1.C1C=C[NH+]=CC=1. The catalyst is C(Cl)Cl. The product is [Br:1][C:2]1[CH:3]=[C:4]2[C:10]([C:11]([N:13]([O:15][CH3:16])[CH3:14])=[O:12])=[N:9][N:8]([CH:18]3[CH2:19][CH2:20][CH2:21][CH2:22][O:17]3)[C:5]2=[N:6][CH:7]=1. The yield is 0.930.